This data is from Forward reaction prediction with 1.9M reactions from USPTO patents (1976-2016). The task is: Predict the product of the given reaction. (1) Given the reactants C([O-])(=O)C.[K+].[B:15]1([B:15]2[O:19][C:18]([CH3:21])([CH3:20])[C:17]([CH3:23])([CH3:22])[O:16]2)[O:19][C:18]([CH3:21])([CH3:20])[C:17]([CH3:23])([CH3:22])[O:16]1.[CH2:24]([C:26]([C:45]1[CH:50]=[CH:49][C:48](OS(C(F)(F)F)(=O)=O)=[C:47]([CH3:59])[CH:46]=1)([C:29]1[CH:34]=[CH:33][C:32](/[CH:35]=[CH:36]/[C:37]2([OH:43])[CH2:42][CH2:41][O:40][CH2:39][CH2:38]2)=[C:31]([CH3:44])[CH:30]=1)[CH2:27][CH3:28])[CH3:25].C(=O)(O)[O-].[Na+], predict the reaction product. The product is: [CH2:24]([C:26]([C:29]1[CH:34]=[CH:33][C:32](/[CH:35]=[CH:36]/[C:37]2([OH:43])[CH2:42][CH2:41][O:40][CH2:39][CH2:38]2)=[C:31]([CH3:44])[CH:30]=1)([C:45]1[CH:50]=[CH:49][C:48]([B:15]2[O:16][C:17]([CH3:22])([CH3:23])[C:18]([CH3:20])([CH3:21])[O:19]2)=[C:47]([CH3:59])[CH:46]=1)[CH2:27][CH3:28])[CH3:25]. (2) Given the reactants C1C=C(Cl)C=[C:3]([C:8]([O:10]O)=[O:9])C=1.[CH2:12]([O:19][C:20]1[C:21]([CH3:36])=[N:22][CH:23]=[CH:24][C:25]=1[O:26][CH2:27][C:28]1[CH:33]=[CH:32][C:31]([O:34][CH3:35])=[CH:30][CH:29]=1)[C:13]1[CH:18]=[CH:17][CH:16]=[CH:15][CH:14]=1, predict the reaction product. The product is: [C:8]([O:10][CH2:36][C:21]1[C:20]([O:19][CH2:12][C:13]2[CH:18]=[CH:17][CH:16]=[CH:15][CH:14]=2)=[C:25]([O:26][CH2:27][C:28]2[CH:29]=[CH:30][C:31]([O:34][CH3:35])=[CH:32][CH:33]=2)[CH:24]=[CH:23][N:22]=1)(=[O:9])[CH3:3].